Predict the reaction yield, written as a fraction of the theoretical maximum amount of product (1.0 means a 100% yield; for example, 0.34 means a 34% yield). From a dataset of Reaction yield outcomes from USPTO patents with 853,638 reactions. (1) The reactants are Cl[CH2:2][C:3]1[C:4]([S:9][CH:10]([CH3:12])[CH3:11])=[N:5][CH:6]=[CH:7][CH:8]=1.C([O:15][C:16](=[O:28])[C:17]([CH3:27])([CH3:26])[CH2:18][C:19]1[CH:24]=[CH:23][C:22]([OH:25])=[CH:21][CH:20]=1)C. No catalyst specified. The product is [CH:10]([S:9][C:4]1[C:3]([CH2:2][O:25][C:22]2[CH:21]=[CH:20][C:19]([CH2:18][C:17]([CH3:27])([CH3:26])[C:16]([OH:28])=[O:15])=[CH:24][CH:23]=2)=[CH:8][CH:7]=[CH:6][N:5]=1)([CH3:12])[CH3:11]. The yield is 0.810. (2) The reactants are Cl.[Br:2][C:3]1[CH:4]=[C:5]([Cl:11])[C:6]([CH2:9][NH2:10])=[N:7][CH:8]=1.[C:12]1(=O)[O:17][C:15](=[O:16])[C:14]2=[CH:18][CH:19]=[CH:20][CH:21]=[C:13]12. The product is [Br:2][C:3]1[CH:4]=[C:5]([Cl:11])[C:6]([CH2:9][N:10]2[C:15](=[O:16])[C:14]3[C:13](=[CH:21][CH:20]=[CH:19][CH:18]=3)[C:12]2=[O:17])=[N:7][CH:8]=1. The catalyst is C1(C)C=CC=CC=1. The yield is 0.650. (3) The reactants are [C:1]([C:4]1[C:32](=[O:33])[C@@:8]2([CH3:34])[C:9]3[C:15]([OH:16])=[CH:14][C:13]([O:17][CH3:18])=[C:12]([C:19]([NH:21][CH2:22][C:23]4[C:28]([CH3:29])=[CH:27][C:26]([OH:30])=[CH:25][C:24]=4[CH3:31])=[O:20])[C:10]=3[O:11][C:7]2=[CH:6][C:5]=1[OH:35])(=[O:3])[CH3:2].C(=O)([O-])[O-].[K+].[K+].[CH2:42](I)[CH2:43][CH3:44].Cl. The catalyst is CN(C)C=O. The product is [C:1]([C:4]1[C:32](=[O:33])[C@@:8]2([CH3:34])[C:9]3[C:15]([OH:16])=[CH:14][C:13]([O:17][CH3:18])=[C:12]([C:19]([NH:21][CH2:22][C:23]4[C:28]([CH3:29])=[CH:27][C:26]([O:30][CH2:42][CH2:43][CH3:44])=[CH:25][C:24]=4[CH3:31])=[O:20])[C:10]=3[O:11][C:7]2=[CH:6][C:5]=1[OH:35])(=[O:3])[CH3:2]. The yield is 0.360. (4) The reactants are [CH2:1]([S:8][CH:9]([CH:42]=O)[CH2:10][NH:11][C:12]([C:14]1[NH:15][C:16]2[C:21]([CH:22]=1)=[CH:20][C:19]([O:23][CH2:24][CH2:25][CH2:26][S:27]([CH3:30])(=[O:29])=[O:28])=[CH:18][C:17]=2[N:31]([CH3:41])[S:32]([C:35]1[CH:40]=[CH:39][CH:38]=[CH:37][N:36]=1)(=[O:34])=[O:33])=[O:13])[C:2]1[CH:7]=[CH:6][CH:5]=[CH:4][CH:3]=1.[NH:44]1[CH2:49][CH2:48][O:47][CH2:46][CH2:45]1.C(O[BH-](OC(=O)C)OC(=O)C)(=O)C.[Na+].C(O)(=O)CC(CC(O)=O)(C(O)=O)O.C(=O)([O-])O.[Na+]. The catalyst is O1CCCC1. The product is [CH2:1]([S:8][CH:9]([CH2:42][N:44]1[CH2:49][CH2:48][O:47][CH2:46][CH2:45]1)[CH2:10][NH:11][C:12]([C:14]1[NH:15][C:16]2[C:21]([CH:22]=1)=[CH:20][C:19]([O:23][CH2:24][CH2:25][CH2:26][S:27]([CH3:30])(=[O:29])=[O:28])=[CH:18][C:17]=2[N:31]([CH3:41])[S:32]([C:35]1[CH:40]=[CH:39][CH:38]=[CH:37][N:36]=1)(=[O:34])=[O:33])=[O:13])[C:2]1[CH:3]=[CH:4][CH:5]=[CH:6][CH:7]=1. The yield is 0.890. (5) The reactants are [Cl:1][C:2]1[N:10]=[C:9]([Cl:11])[CH:8]=[CH:7][C:3]=1[C:4](O)=[O:5].B.O1CCCC1.O.C(=O)([O-])[O-].[K+].[K+]. The catalyst is O1CCCC1.C(OCC)(=O)C. The product is [Cl:1][C:2]1[C:3]([CH2:4][OH:5])=[CH:7][CH:8]=[C:9]([Cl:11])[N:10]=1. The yield is 0.940. (6) The reactants are C(OC(=O)[NH:10][CH:11]1[CH2:23][C:22]2[C:21]3[C:16](=[CH:17][CH:18]=[C:19]([O:24][C:25]([F:28])([F:27])[F:26])[CH:20]=3)[N:15]([CH2:29][C:30]3[CH:35]=[CH:34][CH:33]=[C:32]([F:36])[N:31]=3)[C:14]=2[CH2:13][CH2:12]1)C1C=CC=CC=1.[H][H]. The catalyst is CCO.C1COCC1.[Pd]. The product is [F:36][C:32]1[N:31]=[C:30]([CH2:29][N:15]2[C:14]3[CH2:13][CH2:12][CH:11]([NH2:10])[CH2:23][C:22]=3[C:21]3[C:16]2=[CH:17][CH:18]=[C:19]([O:24][C:25]([F:28])([F:26])[F:27])[CH:20]=3)[CH:35]=[CH:34][CH:33]=1. The yield is 0.900. (7) The reactants are [CH2:1]([O:3][C:4]1[CH:11]=[CH:10][CH:9]=[C:6]([CH:7]=[O:8])[C:5]=1[OH:12])[CH3:2].[C:13]([O-])([O-])=O.[Cs+].[Cs+].IC. The catalyst is CN(C=O)C.O. The product is [CH2:1]([O:3][C:4]1[C:5]([O:12][CH3:13])=[C:6]([CH:9]=[CH:10][CH:11]=1)[CH:7]=[O:8])[CH3:2]. The yield is 1.00. (8) The reactants are Cl[C:2]1[N:3]=[N:4][C:5]([NH:12][C:13]2[CH:18]=[CH:17][CH:16]=[C:15]([C:19]([F:22])([F:21])[F:20])[CH:14]=2)=[C:6]2[CH:11]=[CH:10][CH:9]=[N:8][C:7]=12.[CH3:23][O:24][C:25]([C:27]1[CH:32]=[CH:31][C:30](B(O)O)=[CH:29][CH:28]=1)=[O:26].C(=O)([O-])[O-].[Na+].[Na+]. The catalyst is C1C=CC(P(C2C=CC=CC=2)[C-]2C=CC=C2)=CC=1.C1C=CC(P(C2C=CC=CC=2)[C-]2C=CC=C2)=CC=1.Cl[Pd]Cl.[Fe+2].COCCOC. The product is [F:20][C:19]([F:22])([F:21])[C:15]1[CH:14]=[C:13]([NH:12][C:5]2[N:4]=[N:3][C:2]([C:30]3[CH:31]=[CH:32][C:27]([C:25]([O:24][CH3:23])=[O:26])=[CH:28][CH:29]=3)=[C:7]3[N:8]=[CH:9][CH:10]=[CH:11][C:6]=23)[CH:18]=[CH:17][CH:16]=1. The yield is 0.350.